From a dataset of Catalyst prediction with 721,799 reactions and 888 catalyst types from USPTO. Predict which catalyst facilitates the given reaction. Reactant: Br[C:2]1[CH:8]=[CH:7][C:5]([NH2:6])=[CH:4][CH:3]=1.[NH:9]1[CH:13]=[CH:12][CH:11]=[N:10]1. Product: [NH2:6][C:5]1[CH:7]=[CH:8][C:2]([N:9]2[CH:13]=[CH:12][CH:11]=[N:10]2)=[CH:3][CH:4]=1. The catalyst class is: 10.